Dataset: Full USPTO retrosynthesis dataset with 1.9M reactions from patents (1976-2016). Task: Predict the reactants needed to synthesize the given product. (1) Given the product [CH3:26][C:23]1[O:22][C:21]([C:19]2[CH:20]=[C:15]([NH2:14])[CH:16]=[N:17][CH:18]=2)=[CH:25][CH:24]=1, predict the reactants needed to synthesize it. The reactants are: C(O)(C(F)(F)F)=O.C(OC(=O)[NH:14][C:15]1[CH:16]=[N:17][CH:18]=[C:19]([C:21]2[O:22][C:23]([CH3:26])=[CH:24][CH:25]=2)[CH:20]=1)(C)(C)C. (2) Given the product [Cl:1][C:2]1[CH:3]=[C:4]([C:12]2[O:16][N:15]=[C:14]([C:17]3[CH:18]=[CH:19][CH:20]=[C:21]4[C:25]=3[NH:24][CH:23]=[C:22]4[CH2:26][CH2:27][CH2:28][CH2:29][C:30]([OH:32])=[O:31])[N:13]=2)[CH:5]=[CH:6][C:7]=1[O:8][CH:9]([CH3:10])[CH3:11], predict the reactants needed to synthesize it. The reactants are: [Cl:1][C:2]1[CH:3]=[C:4]([C:12]2[O:16][N:15]=[C:14]([C:17]3[CH:18]=[CH:19][CH:20]=[C:21]4[C:25]=3[NH:24][CH:23]=[C:22]4[CH2:26][CH2:27][CH2:28][CH2:29][C:30]([O:32]CC)=[O:31])[N:13]=2)[CH:5]=[CH:6][C:7]=1[O:8][CH:9]([CH3:11])[CH3:10].[OH-].[Na+]. (3) Given the product [CH3:24][C:22]1[N:21]=[CH:20][N:19]=[C:18]([O:1][CH:2]2[CH2:3][CH2:4][N:5]([C:8]([O:10][C:11]([CH3:14])([CH3:13])[CH3:12])=[O:9])[CH2:6][CH2:7]2)[CH:23]=1, predict the reactants needed to synthesize it. The reactants are: [OH:1][CH:2]1[CH2:7][CH2:6][N:5]([C:8]([O:10][C:11]([CH3:14])([CH3:13])[CH3:12])=[O:9])[CH2:4][CH2:3]1.[H-].[Na+].Cl[C:18]1[CH:23]=[C:22]([CH3:24])[N:21]=[CH:20][N:19]=1. (4) Given the product [NH2:24][C:22]1[CH:21]=[CH:20][C:3]([O:4][C:5]2[CH:6]=[CH:7][C:8]3[N:9]([CH:11]=[C:12]([NH:14][C:15]([CH:17]4[CH2:19][CH2:18]4)=[O:16])[N:13]=3)[CH:10]=2)=[C:2]([F:1])[CH:23]=1, predict the reactants needed to synthesize it. The reactants are: [F:1][C:2]1[CH:23]=[C:22]([N+:24]([O-])=O)[CH:21]=[CH:20][C:3]=1[O:4][C:5]1[CH:6]=[CH:7][C:8]2[N:9]([CH:11]=[C:12]([NH:14][C:15]([CH:17]3[CH2:19][CH2:18]3)=[O:16])[N:13]=2)[CH:10]=1.CO.NN. (5) Given the product [SH:1][C:2]1[NH:3][C:4]([C:13]([N:41]2[CH2:42][CH2:43][N:30]([C:34]3[CH:33]=[C:38]([CH:37]=[CH:36][CH:35]=3)[C:27]([NH2:18])=[O:28])[CH2:40][CH2:39]2)=[O:15])=[C:5]([C:7]2[CH:8]=[CH:9][CH:10]=[CH:11][CH:12]=2)[N:6]=1, predict the reactants needed to synthesize it. The reactants are: [SH:1][C:2]1[NH:3][C:4]([C:13]([OH:15])=O)=[C:5]([C:7]2[CH:12]=[CH:11][CH:10]=[CH:9][CH:8]=2)[N:6]=1.Cl.C[N:18]([CH3:27])CCCN=C=NCC.[OH2:28].O[N:30]1[C:34]2[CH:35]=[CH:36][CH:37]=[CH:38][C:33]=2N=N1.[CH2:39]([N:41](CC)[CH2:42][CH3:43])[CH3:40].